The task is: Predict the product of the given reaction.. This data is from Forward reaction prediction with 1.9M reactions from USPTO patents (1976-2016). (1) Given the reactants Br[C:2]1[CH:3]=[CH:4][C:5]([O:8][CH3:9])=[N:6][CH:7]=1.[C:10]([O:14][CH2:15][CH3:16])(=[O:13])[CH:11]=[CH2:12].C(N(CC)CC)C.C1(C)C=CC=CC=1P(C1C=CC=CC=1C)C1C=CC=CC=1C, predict the reaction product. The product is: [CH3:9][O:8][C:5]1[N:6]=[CH:7][C:2]([CH:12]=[CH:11][C:10]([O:14][CH2:15][CH3:16])=[O:13])=[CH:3][CH:4]=1. (2) Given the reactants [O:1]1[C:5]2[CH:6]=[CH:7][C:8]([C:10](=[S:12])[NH2:11])=[CH:9][C:4]=2[CH2:3][CH2:2]1.Cl[CH:14]([C:20](OCC)=[O:21])[C:15]([O:17][CH2:18][CH3:19])=[O:16], predict the reaction product. The product is: [CH2:18]([O:17][C:15]([CH:14]1[S:12][C:10]([C:8]2[CH:7]=[CH:6][C:5]3[O:1][CH2:2][CH2:3][C:4]=3[CH:9]=2)=[N:11][C:20]1=[O:21])=[O:16])[CH3:19]. (3) Given the reactants Cl[C:2]1[C:3]2[N:11]=[CH:10][C:9]([Cl:12])=[CH:8][C:4]=2[N:5]=[CH:6][N:7]=1.C(OC(=O)[N:19]([C:28]1[S:29][C@:30]2([CH2:44][O:45][CH3:46])[C@H:32]([C@:33]([C:36]3[C:37]([F:43])=[N:38][CH:39]=[C:40]([NH2:42])[CH:41]=3)([CH3:35])[N:34]=1)[CH2:31]2)COCC[Si](C)(C)C)(C)(C)C.O.C1(C)C=CC(S(O)(=O)=O)=CC=1, predict the reaction product. The product is: [Cl:12][C:9]1[CH:10]=[N:11][C:3]2[C:2]([NH:42][C:40]3[CH:41]=[C:36]([C@:33]4([CH3:35])[C@H:32]5[C@:30]([CH2:44][O:45][CH3:46])([CH2:31]5)[S:29][C:28]([NH2:19])=[N:34]4)[C:37]([F:43])=[N:38][CH:39]=3)=[N:7][CH:6]=[N:5][C:4]=2[CH:8]=1. (4) Given the reactants N[C:2]1[CH:3]=[C:4]([CH3:10])[C:5]([S:8][CH3:9])=[N:6][CH:7]=1.S(=O)(=O)(O)[OH:12].N([O-])=O.[Na+].[OH-].[Na+], predict the reaction product. The product is: [CH3:10][C:4]1[CH:3]=[C:2]([OH:12])[CH:7]=[N:6][C:5]=1[S:8][CH3:9]. (5) Given the reactants [F:1][C:2]([F:25])([F:24])[O:3][C:4]1[CH:9]=[CH:8][C:7]([NH:10][C:11](=[O:23])[C:12]2[CH:13]=[C:14]([CH:18]=[CH:19][C:20]=2[O:21][CH3:22])[C:15]([NH2:17])=[O:16])=[CH:6][CH:5]=1.BrC[C:28]([O:30][CH2:31][CH3:32])=[O:29], predict the reaction product. The product is: [CH2:31]([O:30][C:28](=[O:29])[CH2:22][O:21][C:20]1[CH:19]=[CH:18][C:14]([C:15](=[O:16])[NH2:17])=[CH:13][C:12]=1[C:11](=[O:23])[NH:10][C:7]1[CH:8]=[CH:9][C:4]([O:3][C:2]([F:24])([F:25])[F:1])=[CH:5][CH:6]=1)[CH3:32]. (6) Given the reactants [C:1]([O:5][C:6]([NH:8][C:9]([CH2:19][OH:20])([CH2:15][CH2:16][CH:17]=[CH2:18])[C:10]([O:12][CH2:13][CH3:14])=[O:11])=[O:7])([CH3:4])([CH3:3])[CH3:2].CN(C1C=CC=CN=1)C.[C:30](OC(=O)C)(=[O:32])[CH3:31], predict the reaction product. The product is: [C:30]([O:20][CH2:19][C:9]([NH:8][C:6]([O:5][C:1]([CH3:3])([CH3:2])[CH3:4])=[O:7])([CH2:15][CH2:16][CH:17]=[CH2:18])[C:10]([O:12][CH2:13][CH3:14])=[O:11])(=[O:32])[CH3:31]. (7) Given the reactants N[C@@H](C1C=CC(N[S:11]([CH3:14])(=[O:13])=[O:12])=C(C)C=1)C.[CH:16]1([C:19]2[CH:20]=[C:21]3[C:26](=[CH:27][CH:28]=2)[CH:25]=[C:24]([C:29]([OH:31])=O)[CH:23]=[CH:22]3)[CH2:18][CH2:17]1.Cl.C[N:34](C)[CH2:35][CH2:36][CH2:37][N:38]=C=NCC.O.ON1[C:50]2[CH:51]=[CH:52]C=[CH:54][C:49]=2N=N1.[CH:55](N(CC)C(C)C)(C)C.C([O-])(O)=O.[Na+], predict the reaction product. The product is: [CH3:14][S:11]([C:50]1[CH:51]=[CH:52][C:36]([C@H:37]([NH:38][C:29]([C:24]2[CH:23]=[CH:22][C:21]3[C:26](=[CH:27][CH:28]=[C:19]([CH:16]4[CH2:17][CH2:18]4)[CH:20]=3)[CH:25]=2)=[O:31])[CH3:55])=[C:35]([NH2:34])[C:49]=1[CH3:54])(=[O:13])=[O:12].